From a dataset of Forward reaction prediction with 1.9M reactions from USPTO patents (1976-2016). Predict the product of the given reaction. (1) Given the reactants [F:1][C:2]([F:19])([F:18])[O:3][C:4]1[CH:9]=[CH:8][C:7]([C:10]2[N:15]=[CH:14][C:13]([CH2:16]O)=[CH:12][CH:11]=2)=[CH:6][CH:5]=1.O=S(Cl)[Cl:22], predict the reaction product. The product is: [Cl:22][CH2:16][C:13]1[CH:12]=[CH:11][C:10]([C:7]2[CH:8]=[CH:9][C:4]([O:3][C:2]([F:19])([F:18])[F:1])=[CH:5][CH:6]=2)=[N:15][CH:14]=1. (2) Given the reactants COC(=O)CS[C:6]1[CH:11]=[CH:10][CH:9]=[C:8]([Br:12])[CH:7]=1.ClC1C=CC=[C:17]([C:21]([O:23]O)=[O:22])C=1.[S:25]([O-:29])([O-])(=[O:27])=S.[Na+].[Na+].Cl[CH:33](Cl)C, predict the reaction product. The product is: [CH3:33][O:23][C:21](=[O:22])[CH2:17][S:25]([C:10]1[CH:11]=[CH:6][CH:7]=[C:8]([Br:12])[CH:9]=1)(=[O:29])=[O:27].